This data is from Reaction yield outcomes from USPTO patents with 853,638 reactions. The task is: Predict the reaction yield, written as a fraction of the theoretical maximum amount of product (1.0 means a 100% yield; for example, 0.34 means a 34% yield). The reactants are Br[C:2]1[CH:11]=[CH:10][C:9]2[C:4](=[CH:5][CH:6]=[C:7]([O:12][C@H:13]3[CH2:18][CH2:17][C@H:16]([C:19]([CH3:22])([CH3:21])[CH3:20])[CH2:15][CH2:14]3)[CH:8]=2)[CH:3]=1.[Li]CCCC.CN([CH:31]=[O:32])C.Cl. The catalyst is C1COCC1. The product is [C:19]([C@H:16]1[CH2:17][CH2:18][C@H:13]([O:12][C:7]2[CH:8]=[C:9]3[C:4](=[CH:5][CH:6]=2)[CH:3]=[C:2]([CH:31]=[O:32])[CH:11]=[CH:10]3)[CH2:14][CH2:15]1)([CH3:22])([CH3:21])[CH3:20]. The yield is 0.600.